Dataset: Merck oncology drug combination screen with 23,052 pairs across 39 cell lines. Task: Regression. Given two drug SMILES strings and cell line genomic features, predict the synergy score measuring deviation from expected non-interaction effect. Drug 1: C#Cc1cccc(Nc2ncnc3cc(OCCOC)c(OCCOC)cc23)c1. Drug 2: CCc1cnn2c(NCc3ccc[n+]([O-])c3)cc(N3CCCCC3CCO)nc12. Cell line: OVCAR3. Synergy scores: synergy=14.1.